Dataset: Full USPTO retrosynthesis dataset with 1.9M reactions from patents (1976-2016). Task: Predict the reactants needed to synthesize the given product. (1) Given the product [Br:1][C:2]1[CH:7]=[CH:6][C:5]2[C:13]3[CH2:12][N:11]4[CH2:19][CH2:18][CH:15]([CH2:16][CH2:17]4)[C:14]=3[N:8]([CH3:10])[C:4]=2[CH:3]=1, predict the reactants needed to synthesize it. The reactants are: [Br:1][C:2]1[CH:3]=[C:4]([N:8]([CH3:10])N)[CH:5]=[CH:6][CH:7]=1.[N:11]12[CH2:19][CH2:18][CH:15]([CH2:16][CH2:17]1)[C:14](=O)[CH2:13][CH2:12]2.Cl. (2) Given the product [NH2:8][C:5]1[CH:6]=[CH:7][C:2]([Cl:1])=[C:3]([CH2:11][C:12]#[N:13])[CH:4]=1, predict the reactants needed to synthesize it. The reactants are: [Cl:1][C:2]1[CH:7]=[CH:6][C:5]([N+:8]([O-])=O)=[CH:4][C:3]=1[CH2:11][C:12]#[N:13]. (3) Given the product [CH3:1][O:2][C:3](=[O:23])[CH2:4][C:5]1[CH:14]=[C:13]([O:15][CH:16]2[CH2:17][CH2:18][N:19]([C:25](=[O:26])[NH:24][CH2:27][CH3:28])[CH2:20][CH2:21]2)[C:12]2[C:7](=[CH:8][CH:9]=[C:10]([F:22])[CH:11]=2)[CH:6]=1, predict the reactants needed to synthesize it. The reactants are: [CH3:1][O:2][C:3](=[O:23])[CH2:4][C:5]1[CH:14]=[C:13]([O:15][CH:16]2[CH2:21][CH2:20][NH:19][CH2:18][CH2:17]2)[C:12]2[C:7](=[CH:8][CH:9]=[C:10]([F:22])[CH:11]=2)[CH:6]=1.[N:24]([CH2:27][CH3:28])=[C:25]=[O:26]. (4) Given the product [N+:25]([C:21]1[C:22]([NH2:24])=[N:23][C:18]([N:10]2[C:11]3[C:16](=[CH:15][CH:14]=[CH:13][CH:12]=3)[C:8]([S:7][C:2]3[N:1]=[CH:6][CH:5]=[CH:4][N:3]=3)=[N:9]2)=[N:19][C:20]=1[NH2:28])([O-:27])=[O:26], predict the reactants needed to synthesize it. The reactants are: [N:1]1[CH:6]=[CH:5][CH:4]=[N:3][C:2]=1[S:7][C:8]1[C:16]2[C:11](=[CH:12][CH:13]=[CH:14][CH:15]=2)[NH:10][N:9]=1.Cl[C:18]1[N:23]=[C:22]([NH2:24])[C:21]([N+:25]([O-:27])=[O:26])=[C:20]([NH2:28])[N:19]=1.C1(P(C2CCCCC2)C2C=CC=CC=2C2C(C(C)C)=CC(C(C)C)=CC=2C(C)C)CCCCC1.C(=O)([O-])[O-].[Cs+].[Cs+]. (5) Given the product [CH:1]([C:3]1[CH:4]=[C:5]2[C:9](=[CH:10][CH:11]=1)[N:8]([CH2:12][C:13]1[CH:20]=[CH:19][C:16]([C:17]([NH2:18])=[O:22])=[CH:15][CH:14]=1)[CH:7]=[CH:6]2)=[O:2], predict the reactants needed to synthesize it. The reactants are: [CH:1]([C:3]1[CH:4]=[C:5]2[C:9](=[CH:10][CH:11]=1)[N:8]([CH2:12][C:13]1[CH:20]=[CH:19][C:16]([C:17]#[N:18])=[CH:15][CH:14]=1)[CH:7]=[CH:6]2)=[O:2].C(=O)([O-])[O-:22].[K+].[K+].CS(C)=O.OO. (6) Given the product [CH:25]12[CH2:31][CH:30]1[CH2:29][CH2:28][CH:27]([CH2:32][O:33][C:34]1[C:46]([CH:1]3[CH2:7][CH2:6]3)=[CH:45][C:37]([C:38]([O:40][C:41]([CH3:44])([CH3:43])[CH3:42])=[O:39])=[C:36]([F:48])[CH:35]=1)[CH2:26]2, predict the reactants needed to synthesize it. The reactants are: [C:1]12(COC3C(Cl)=CC(C(OC(C)(C)C)=O)=C(F)C=3)[CH2:7][CH:6]1CCCC2.[CH:25]12[CH2:31][CH:30]1[CH2:29][CH2:28][CH:27]([CH2:32][O:33][C:34]1[C:46](Cl)=[CH:45][C:37]([C:38]([O:40][C:41]([CH3:44])([CH3:43])[CH3:42])=[O:39])=[C:36]([F:48])[CH:35]=1)[CH2:26]2. (7) Given the product [C:1]([NH:5][S:6]([C:9]1([CH3:14])[CH2:11][CH2:10]1)(=[O:8])=[O:7])([CH3:4])([CH3:3])[CH3:2].[CH3:14][C:15]1([S:6]([NH2:5])(=[O:8])=[O:7])[CH2:17][CH2:16]1, predict the reactants needed to synthesize it. The reactants are: [C:1]([NH:5][S:6]([CH2:9][CH2:10][CH2:11]Cl)(=[O:8])=[O:7])([CH3:4])([CH3:3])[CH3:2].[Li][CH2:14][CH2:15][CH2:16][CH3:17].CI. (8) Given the product [F:53][C:50]1[CH:51]=[CH:52][C:39]([C:11]2[CH:12]=[C:13]([N:15]3[CH2:16][CH2:17][O:18][CH2:19][CH2:20]3)[CH:14]=[C:9]([O:8][CH2:7][C:6]3[CH:5]=[CH:4][C:3]([O:2][CH3:1])=[CH:35][CH:34]=3)[N:10]=2)=[C:40]2[C:49]=1[CH2:48][C:47]1[CH:46]=[C:45]([NH:54][C:55](=[O:61])[O:56][C:57]([CH3:59])([CH3:58])[CH3:60])[CH:44]=[CH:43][C:42]=1[O:41]2, predict the reactants needed to synthesize it. The reactants are: [CH3:1][O:2][C:3]1[CH:35]=[CH:34][C:6]([CH2:7][O:8][C:9]2[CH:14]=[C:13]([N:15]3[CH2:20][CH2:19][O:18][CH2:17][CH2:16]3)[CH:12]=[C:11]([Sn](CCCC)(CCCC)CCCC)[N:10]=2)=[CH:5][CH:4]=1.[Cl-].[Li+].Br[C:39]1[CH:52]=[CH:51][C:50]([F:53])=[C:49]2[C:40]=1[O:41][C:42]1[CH:43]=[CH:44][C:45]([NH:54][C:55](=[O:61])[O:56][C:57]([CH3:60])([CH3:59])[CH3:58])=[CH:46][C:47]=1[CH2:48]2. (9) Given the product [CH:1]1([O:4][C:5]2[CH:6]=[C:7]([CH:10]=[CH:11][C:12]=2[O:13][CH:14]([F:15])[F:16])[CH:8]=[O:9])[CH2:2][CH2:3]1, predict the reactants needed to synthesize it. The reactants are: [CH:1]1([O:4][C:5]2[CH:6]=[C:7]([CH:10]=[CH:11][C:12]=2[O:13][CH:14]([F:16])[F:15])[CH2:8][OH:9])[CH2:3][CH2:2]1.